From a dataset of Reaction yield outcomes from USPTO patents with 853,638 reactions. Predict the reaction yield, written as a fraction of the theoretical maximum amount of product (1.0 means a 100% yield; for example, 0.34 means a 34% yield). (1) The reactants are Cl[CH:2]1[CH2:7][CH2:6][CH2:5][CH2:4][C:3]1=O.[C:9]([NH:12][C:13]([NH2:15])=[NH:14])(=[O:11])[CH3:10]. The catalyst is CC#N. The product is [NH:14]1[C:3]2[CH2:4][CH2:5][CH2:6][CH2:7][C:2]=2[N:15]=[C:13]1[NH:12][C:9](=[O:11])[CH3:10]. The yield is 0.140. (2) The reactants are [CH:1]1[C:6]([C:7]([F:10])([F:9])[F:8])=[CH:5][N:4]=[C:3]([CH:11]=O)[CH:2]=1.[NH2:13][C:14]1[N:15]=[N:16][C:17]([CH3:20])=[CH:18][CH:19]=1.C([O:23][C:24](=O)[C:25]([OH:38])=[CH:26][C:27]([C:29]1[CH:34]=[CH:33][C:32]([CH:35]([CH3:37])[CH3:36])=[CH:31][CH:30]=1)=[O:28])C. No catalyst specified. The product is [OH:38][C:25]1[C:24](=[O:23])[N:13]([C:14]2[N:15]=[N:16][C:17]([CH3:20])=[CH:18][CH:19]=2)[CH:11]([C:3]2[CH:2]=[CH:1][C:6]([C:7]([F:8])([F:9])[F:10])=[CH:5][N:4]=2)[C:26]=1[C:27](=[O:28])[C:29]1[CH:34]=[CH:33][C:32]([CH:35]([CH3:37])[CH3:36])=[CH:31][CH:30]=1. The yield is 0.110. (3) The reactants are [OH:1][C:2]12[CH2:11][CH:6]3[CH2:7][CH:8]([CH2:10][C:4]([NH2:12])([CH2:5]3)[CH2:3]1)[CH2:9]2.[C:13](O[C:13]([O:15][C:16]([CH3:19])([CH3:18])[CH3:17])=[O:14])([O:15][C:16]([CH3:19])([CH3:18])[CH3:17])=[O:14]. The catalyst is O1CCOCC1.O.[OH-].[Na+]. The product is [OH:1][C:2]12[CH2:11][CH:6]3[CH2:7][CH:8]([CH2:10][C:4]([NH:12][C:13](=[O:14])[O:15][C:16]([CH3:19])([CH3:18])[CH3:17])([CH2:5]3)[CH2:3]1)[CH2:9]2. The yield is 0.650. (4) The reactants are [OH:1][C:2]1[C:7]2[C@@:8]3([OH:45])[C@@:21]([O:25][CH3:26])([C@H:22]([OH:24])[CH2:23][C:6]=2[CH:5]=[C:4]([CH3:46])[C:3]=1[C:47]([O:49][CH3:50])=[O:48])[C:20](=[O:27])[C:19]1[C:10](=[CH:11][C:12]2[C:13](=[O:43])[C:14]([NH:30][C@@H:31]4[C@H:36]([O:37][CH3:38])[C@H:35]([OH:39])[C@@H:34]([O:40][CH3:41])[C@H:33]([CH3:42])[O:32]4)=[CH:15][C:16](=O)[C:17]=2[C:18]=1[OH:28])[C:9]3=[O:44].[CH3:51][O:52][CH2:53][CH2:54][NH2:55]. The product is [OH:1][C:2]1[C:7]2[C@@:8]3([OH:45])[C@@:21]([O:25][CH3:26])([C@H:22]([OH:24])[CH2:23][C:6]=2[CH:5]=[C:4]([CH3:46])[C:3]=1[C:47]([O:49][CH3:50])=[O:48])[C:20](=[O:27])[C:19]1[C:10](=[CH:11][C:12]2[C:13](=[O:43])[C:14]([NH:30][C@@H:31]4[C@H:36]([O:37][CH3:38])[C@H:35]([OH:39])[C@@H:34]([O:40][CH3:41])[C@H:33]([CH3:42])[O:32]4)=[CH:15]/[C:16](=[N:55]\[CH2:54][CH2:53][O:52][CH3:51])/[C:17]=2[C:18]=1[OH:28])[C:9]3=[O:44]. The catalyst is CO. The yield is 0.312. (5) The reactants are [NH:1]1[CH2:6][CH2:5][NH:4][CH2:3][C:2]1=[O:7].Cl[C:9]1[CH:14]=[CH:13][C:12]([C:15]([F:18])([F:17])[F:16])=[CH:11][N:10]=1.CCN(C(C)C)C(C)C. The catalyst is C(#N)C. The product is [F:16][C:15]([F:18])([F:17])[C:12]1[CH:13]=[CH:14][C:9]([N:4]2[CH2:5][CH2:6][NH:1][C:2](=[O:7])[CH2:3]2)=[N:10][CH:11]=1. The yield is 0.130. (6) The reactants are Cl[C:2]1[N:10]=[CH:9][N:8]=[C:7]2[C:3]=1[N:4]=[CH:5][N:6]2[C@@H:11]1[O:24][C@H:23]([CH2:25][O:26][C:27]([C:40]2[CH:45]=[CH:44][CH:43]=[CH:42][CH:41]=2)([C:34]2[CH:39]=[CH:38][CH:37]=[CH:36][CH:35]=2)[C:28]2[CH:33]=[CH:32][CH:31]=[CH:30][CH:29]=2)[C@@H:13]([O:14]C(=O)C2C=CC=CC=2)[C@@H:12]1[F:46].[NH3:47]. No catalyst specified. The product is [C:27]([O:26][CH2:25][C@H:23]1[O:24][C@@H:11]([N:6]2[CH:5]=[N:4][C:3]3[C:7]2=[N:8][CH:9]=[N:10][C:2]=3[NH2:47])[C@@H:12]([F:46])[C@@H:13]1[OH:14])([C:40]1[CH:41]=[CH:42][CH:43]=[CH:44][CH:45]=1)([C:34]1[CH:35]=[CH:36][CH:37]=[CH:38][CH:39]=1)[C:28]1[CH:29]=[CH:30][CH:31]=[CH:32][CH:33]=1. The yield is 0.730. (7) The reactants are [CH3:1][N:2]([CH3:36])[C:3]([CH:5]([NH:25][S:26]([C:29]1[CH:34]=[CH:33][C:32]([CH3:35])=[CH:31][CH:30]=1)(=[O:28])=[O:27])[CH2:6][C:7]1[CH:24]=[CH:23][C:10]([O:11][C:12]2[CH:17]=[CH:16][C:15]([CH2:18][CH2:19][C:20](O)=[O:21])=[CH:14][CH:13]=2)=[CH:9][CH:8]=1)=[O:4].ON1C2C=CC=CC=2N=N1.CCN=C=NCCCN(C)C.C(N(CC)CC)C.Cl.[CH2:66]([O:73][NH2:74])[C:67]1[CH:72]=[CH:71][CH:70]=[CH:69][CH:68]=1. The catalyst is CN(C=O)C. The product is [CH2:66]([O:73][NH:74][C:20]([CH2:19][CH2:18][C:15]1[CH:16]=[CH:17][C:12]([O:11][C:10]2[CH:9]=[CH:8][C:7]([CH2:6][CH:5]([NH:25][S:26]([C:29]3[CH:34]=[CH:33][C:32]([CH3:35])=[CH:31][CH:30]=3)(=[O:27])=[O:28])[C:3]([N:2]([CH3:36])[CH3:1])=[O:4])=[CH:24][CH:23]=2)=[CH:13][CH:14]=1)=[O:21])[C:67]1[CH:72]=[CH:71][CH:70]=[CH:69][CH:68]=1. The yield is 0.780. (8) The reactants are Cl.[NH2:2][C@@H:3]([C@H:8]([CH3:14])[C@H:9]([CH3:13])[CH2:10][CH2:11][CH3:12])[CH2:4][C:5]([OH:7])=[O:6].CCN(CC)CC. The catalyst is CO. The product is [NH2:2][C@@H:3]([C@H:8]([CH3:14])[C@H:9]([CH3:13])[CH2:10][CH2:11][CH3:12])[CH2:4][C:5]([OH:7])=[O:6]. The yield is 0.920.